This data is from Full USPTO retrosynthesis dataset with 1.9M reactions from patents (1976-2016). The task is: Predict the reactants needed to synthesize the given product. (1) Given the product [NH2:23][C:22]1[CH:21]=[C:20]([CH3:26])[C:19]([F:18])=[CH:25][C:2]=1[C:3]([OH:5])=[O:4], predict the reactants needed to synthesize it. The reactants are: Cl[C:2](Cl)(Cl)[CH:3]([OH:5])[OH:4].[O-]S([O-])(=O)=O.[Na+].[Na+].NO.Cl.[F:18][C:19]1[CH:25]=C[C:22]([NH2:23])=[CH:21][C:20]=1[CH3:26]. (2) Given the product [ClH:30].[Cl:30][C:27]1[CH:28]=[CH:29][C:24]2[N:25]([C:31]([CH3:32])=[C:22]([NH:8][S:9]([C:12]3[CH:21]=[CH:20][C:15]([C:16]([O:18][CH3:19])=[O:17])=[CH:14][CH:13]=3)(=[O:11])=[O:10])[N:23]=2)[CH:26]=1, predict the reactants needed to synthesize it. The reactants are: C(OC([N:8]([C:22]1[N:23]=[C:24]2[CH:29]=[CH:28][C:27]([Cl:30])=[CH:26][N:25]2[C:31]=1[CH3:32])[S:9]([C:12]1[CH:21]=[CH:20][C:15]([C:16]([O:18][CH3:19])=[O:17])=[CH:14][CH:13]=1)(=[O:11])=[O:10])=O)(C)(C)C. (3) Given the product [N+:12]([C:7]1[CH:8]=[CH:9][CH:10]=[C:11]2[C:6]=1[CH:5]=[CH:4][N:3]=[C:2]2[NH:20][C:19]1[CH:21]=[CH:22][CH:23]=[C:17]([C:16]([F:15])([F:24])[F:25])[CH:18]=1)([O-:14])=[O:13], predict the reactants needed to synthesize it. The reactants are: Cl[C:2]1[C:11]2[C:6](=[C:7]([N+:12]([O-:14])=[O:13])[CH:8]=[CH:9][CH:10]=2)[CH:5]=[CH:4][N:3]=1.[F:15][C:16]([F:25])([F:24])[C:17]1[CH:18]=[C:19]([CH:21]=[CH:22][CH:23]=1)[NH2:20]. (4) Given the product [CH3:10][CH:9]([C:11]1[CH:12]=[CH:13][C:14]([C:17]2([C:18](=[O:20])[CH3:19])[CH2:4][CH2:21]2)=[CH:15][CH:16]=1)[CH3:8], predict the reactants needed to synthesize it. The reactants are: [H-].[Na+].[I-].[CH3:4][S+](C)C.[CH3:8][CH:9]([C:11]1[CH:16]=[CH:15][C:14]([C:17](=[CH2:21])[C:18](=[O:20])[CH3:19])=[CH:13][CH:12]=1)[CH3:10]. (5) Given the product [CH2:7]([P:9]([CH:16]([C:20]1[CH:21]=[CH:22][CH:23]=[CH:24][CH:25]=1)[CH2:17][CH2:18][OH:19])(=[O:15])[O:10][CH2:11][CH2:12][CH2:13][CH3:14])[CH3:8], predict the reactants needed to synthesize it. The reactants are: [H-].[Al+3].[Li+].[H-].[H-].[H-].[CH2:7]([P:9]([CH:16]([C:20]1[CH:25]=[CH:24][CH:23]=[CH:22][CH:21]=1)[CH2:17][CH:18]=[O:19])(=[O:15])[O:10][CH2:11][CH2:12][CH2:13][CH3:14])[CH3:8].O. (6) The reactants are: Cl.[O:2]([C:9]1[CH:14]=[CH:13][C:12]([N:15]2[CH2:20][CH2:19][NH:18][CH2:17][CH2:16]2)=[CH:11][CH:10]=1)[C:3]1[CH:8]=[CH:7][CH:6]=[CH:5][CH:4]=1.[CH3:21][O:22][C:23](=[O:28])[CH2:24][CH2:25][CH2:26]Br. Given the product [CH3:21][O:22][C:23](=[O:28])[CH2:24][CH2:25][CH2:26][N:18]1[CH2:19][CH2:20][N:15]([C:12]2[CH:13]=[CH:14][C:9]([O:2][C:3]3[CH:4]=[CH:5][CH:6]=[CH:7][CH:8]=3)=[CH:10][CH:11]=2)[CH2:16][CH2:17]1, predict the reactants needed to synthesize it. (7) Given the product [CH2:3]([O:5][C:6]1[CH:11]=[C:10]([CH2:12][OH:13])[CH:9]=[CH:8][N:7]=1)[CH3:4], predict the reactants needed to synthesize it. The reactants are: [BH4-].[Na+].[CH2:3]([O:5][C:6]1[CH:11]=[C:10]([C:12](OCC)=[O:13])[CH:9]=[CH:8][N:7]=1)[CH3:4]. (8) Given the product [C:13]1([CH:12]2[CH2:11][CH2:10][N:9]([C:19]([O:21][C:22]([CH3:24])([CH3:25])[CH3:23])=[O:20])[CH2:8][CH:7]2[O:6][CH2:5][C:4]2[CH:26]=[CH:27][CH:28]=[CH:29][C:3]=2[CH2:2][NH:1][C:37]([C:38]2[CH:39]=[N:40][CH:41]=[CH:42][CH:43]=2)=[O:44])[CH:18]=[CH:17][CH:16]=[CH:15][CH:14]=1, predict the reactants needed to synthesize it. The reactants are: [NH2:1][CH2:2][C:3]1[CH:29]=[CH:28][CH:27]=[CH:26][C:4]=1[CH2:5][O:6][CH:7]1[CH:12]([C:13]2[CH:18]=[CH:17][CH:16]=[CH:15][CH:14]=2)[CH2:11][CH2:10][N:9]([C:19]([O:21][C:22]([CH3:25])([CH3:24])[CH3:23])=[O:20])[CH2:8]1.C(N(CC)CC)C.[C:37](O)(=[O:44])[C:38]1[CH:43]=[CH:42][CH:41]=[N:40][CH:39]=1.C(Cl)CCl. (9) Given the product [CH2:11]([N:15]1[C:23]2[N:22]=[C:21]([Cl:24])[NH:20][C:19]=2[C:18](=[O:25])[N:17]([CH2:26][CH2:27][CH2:28][CH2:29][C:30]2[N:31]=[C:8]([C:3]3[C:2]([CH3:1])=[CH:7][CH:6]=[CH:5][N:4]=3)[O:10][N:33]=2)[C:16]1=[O:35])[CH2:12][CH2:13][CH3:14], predict the reactants needed to synthesize it. The reactants are: [CH3:1][C:2]1[C:3]([C:8]([OH:10])=O)=[N:4][CH:5]=[CH:6][CH:7]=1.[CH2:11]([N:15]1[C:23]2[N:22]=[C:21]([Cl:24])[NH:20][C:19]=2[C:18](=[O:25])[N:17]([CH2:26][CH2:27][CH2:28][CH2:29]/[C:30](=[N:33]/[H])/[NH:31]O)[C:16]1=[O:35])[CH2:12][CH2:13][CH3:14].